This data is from Full USPTO retrosynthesis dataset with 1.9M reactions from patents (1976-2016). The task is: Predict the reactants needed to synthesize the given product. Given the product [CH3:1][C:2]([CH2:8][CH2:9][CH3:10])=[CH:3][C:4]([O:6][CH2:7][CH:11]1[CH2:13][CH2:12]1)=[O:5], predict the reactants needed to synthesize it. The reactants are: [CH3:1][C:2]([CH2:8][CH2:9][CH3:10])=[CH:3][C:4]([O:6][CH3:7])=[O:5].[CH:11]1(CO)[CH2:13][CH2:12]1.